This data is from NCI-60 drug combinations with 297,098 pairs across 59 cell lines. The task is: Regression. Given two drug SMILES strings and cell line genomic features, predict the synergy score measuring deviation from expected non-interaction effect. (1) Drug 1: COC1=C(C=C2C(=C1)N=CN=C2NC3=CC(=C(C=C3)F)Cl)OCCCN4CCOCC4. Drug 2: C1CN1P(=S)(N2CC2)N3CC3. Cell line: HCT-15. Synergy scores: CSS=49.5, Synergy_ZIP=3.64, Synergy_Bliss=4.25, Synergy_Loewe=-4.66, Synergy_HSA=6.65. (2) Drug 1: C1C(C(OC1N2C=NC3=C(N=C(N=C32)Cl)N)CO)O. Drug 2: CC1CCC2CC(C(=CC=CC=CC(CC(C(=O)C(C(C(=CC(C(=O)CC(OC(=O)C3CCCCN3C(=O)C(=O)C1(O2)O)C(C)CC4CCC(C(C4)OC)O)C)C)O)OC)C)C)C)OC. Cell line: SK-OV-3. Synergy scores: CSS=16.7, Synergy_ZIP=-3.74, Synergy_Bliss=1.43, Synergy_Loewe=-2.95, Synergy_HSA=-0.868. (3) Drug 1: CN1CCC(CC1)COC2=C(C=C3C(=C2)N=CN=C3NC4=C(C=C(C=C4)Br)F)OC. Drug 2: CN(C)N=NC1=C(NC=N1)C(=O)N. Cell line: HOP-92. Synergy scores: CSS=10.8, Synergy_ZIP=-3.42, Synergy_Bliss=-4.30, Synergy_Loewe=-7.26, Synergy_HSA=-3.42. (4) Drug 1: C1=C(C(=O)NC(=O)N1)F. Drug 2: B(C(CC(C)C)NC(=O)C(CC1=CC=CC=C1)NC(=O)C2=NC=CN=C2)(O)O. Cell line: HCC-2998. Synergy scores: CSS=21.3, Synergy_ZIP=-4.72, Synergy_Bliss=-10.4, Synergy_Loewe=-10.8, Synergy_HSA=-10.8. (5) Drug 1: CCN(CC)CCNC(=O)C1=C(NC(=C1C)C=C2C3=C(C=CC(=C3)F)NC2=O)C. Drug 2: CN1C2=C(C=C(C=C2)N(CCCl)CCCl)N=C1CCCC(=O)O.Cl. Cell line: OVCAR3. Synergy scores: CSS=-9.94, Synergy_ZIP=4.10, Synergy_Bliss=-0.517, Synergy_Loewe=-4.05, Synergy_HSA=-8.91.